Dataset: Catalyst prediction with 721,799 reactions and 888 catalyst types from USPTO. Task: Predict which catalyst facilitates the given reaction. (1) Product: [F:33][C:34]1[CH:35]=[C:36]([CH2:37][N:1]2[CH2:2][CH2:3][CH:4]([CH2:7][CH2:8][C:9]([C:11]3[CH:12]=[C:13]4[C:18]5=[C:19]([CH2:21][CH2:22][N:17]5[C:16](=[O:23])[CH2:15][CH2:14]4)[CH:20]=3)=[O:10])[CH2:5][CH2:6]2)[CH:39]=[CH:40][CH:41]=1. Reactant: [NH:1]1[CH2:6][CH2:5][CH:4]([CH2:7][CH2:8][C:9]([C:11]2[CH:12]=[C:13]3[C:18]4=[C:19]([CH2:21][CH2:22][N:17]4[C:16](=[O:23])[CH2:15][CH2:14]3)[CH:20]=2)=[O:10])[CH2:3][CH2:2]1.C(#N)C.C(=O)([O-])[O-].[K+].[K+].[F:33][C:34]1[CH:35]=[C:36]([CH:39]=[CH:40][CH:41]=1)[CH2:37]Cl. The catalyst class is: 6. (2) Reactant: [H-].[Na+].[F:3][C:4]([F:19])([F:18])[C:5]([NH:7][CH2:8][C:9]1[CH:14]=[CH:13][CH:12]=[C:11]([N+:15]([O-:17])=[O:16])[CH:10]=1)=[O:6].[CH3:20]I. Product: [F:3][C:4]([F:18])([F:19])[C:5]([N:7]([CH3:20])[CH2:8][C:9]1[CH:14]=[CH:13][CH:12]=[C:11]([N+:15]([O-:17])=[O:16])[CH:10]=1)=[O:6]. The catalyst class is: 7. (3) Reactant: [Cl:1][C:2]1[CH:7]=[C:6]([O:8][CH3:9])[CH:5]=[CH:4][N:3]=1.C([Li])CCC.CN(C)[CH:17]=[O:18].O. Product: [Cl:1][C:2]1[C:7]([CH:17]=[O:18])=[C:6]([O:8][CH3:9])[CH:5]=[CH:4][N:3]=1. The catalyst class is: 305.